This data is from Reaction yield outcomes from USPTO patents with 853,638 reactions. The task is: Predict the reaction yield, written as a fraction of the theoretical maximum amount of product (1.0 means a 100% yield; for example, 0.34 means a 34% yield). (1) The catalyst is C1COCC1. The yield is 0.738. The reactants are [OH:1][N:2]=[C:3]([Cl:14])[C@H:4]1[CH2:8][O:7][C:6]2([CH2:13][CH2:12][CH2:11][CH2:10][CH2:9]2)[O:5]1.[CH3:15][S:16](Cl)(=[O:18])=[O:17].C(N(C(C)C)C(C)C)C. The product is [CH3:15][S:16]([O:1][N:2]=[C:3]([Cl:14])[C@H:4]1[CH2:8][O:7][C:6]2([CH2:13][CH2:12][CH2:11][CH2:10][CH2:9]2)[O:5]1)(=[O:18])=[O:17]. (2) The reactants are [Cl:1][C:2]1[C:7]([C:8]([OH:10])=[O:9])=[CH:6][CH:5]=[CH:4][N:3]=1.S(Cl)(Cl)=O.[CH:15]1C=CC=C[CH:16]=1. The catalyst is C(O)C. The product is [CH2:15]([O:9][C:8](=[O:10])[C:7]1[CH:6]=[CH:5][CH:4]=[N:3][C:2]=1[Cl:1])[CH3:16]. The yield is 0.720. (3) The reactants are [Cl:1][C:2]1[C:3]([NH2:9])=[N:4][CH:5]=[C:6]([Cl:8])[CH:7]=1.[C:10](N1C=CC=CC1=O)(N1C=CC=CC1=O)=[S:11]. The catalyst is ClCCl. The product is [Cl:1][C:2]1[C:3]([N:9]=[C:10]=[S:11])=[N:4][CH:5]=[C:6]([Cl:8])[CH:7]=1. The yield is 0.880. (4) The reactants are [CH3:1][N:2]([CH3:7])[C@@H:3]([CH3:6])[CH2:4][OH:5].[H-].[Na+].C1OCCOCCOCCOCCOC1.[Cl:25][C:26]1[CH:27]=[C:28]([CH:41]=[CH:42][C:43]=1[O:44][CH2:45][C:46]1[CH:51]=[CH:50][CH:49]=[CH:48][N:47]=1)[NH:29][C:30]1[C:39]2[C:34](=[CH:35][CH:36]=[CH:37][C:38]=2F)[N:33]=[CH:32][N:31]=1. The yield is 0.370. The catalyst is O1CCOCC1. The product is [Cl:25][C:26]1[CH:27]=[C:28]([NH:29][C:30]2[C:39]3[C:34](=[CH:35][CH:36]=[CH:37][C:38]=3[O:5][CH2:4][C@@H:3]([N:2]([CH3:7])[CH3:1])[CH3:6])[N:33]=[CH:32][N:31]=2)[CH:41]=[CH:42][C:43]=1[O:44][CH2:45][C:46]1[CH:51]=[CH:50][CH:49]=[CH:48][N:47]=1. (5) The reactants are [C:1]([CH:3]1[CH2:5][CH2:4]1)#[CH:2].[N+:6]([CH2:9][C:10]([O:12][CH2:13][CH3:14])=[O:11])([O-])=[O:7].C1N2CCN(CC2)C1. The catalyst is C(O)C. The product is [CH:3]1([C:1]2[O:7][N:6]=[C:9]([C:10]([O:12][CH2:13][CH3:14])=[O:11])[CH:2]=2)[CH2:5][CH2:4]1. The yield is 0.920. (6) The reactants are [Cl:1][C:2]1[S:3][C:4]([Cl:22])=[CH:5][C:6]=1[S:7]([NH:10][C:11]1[N:16]=[CH:15][C:14]([C:17]([O:19]C)=[O:18])=[CH:13][C:12]=1[OH:21])(=[O:9])=[O:8].[OH-].[Na+]. The catalyst is CO. The product is [Cl:1][C:2]1[S:3][C:4]([Cl:22])=[CH:5][C:6]=1[S:7]([NH:10][C:11]1[N:16]=[CH:15][C:14]([C:17]([OH:19])=[O:18])=[CH:13][C:12]=1[OH:21])(=[O:8])=[O:9]. The yield is 0.400.